This data is from Full USPTO retrosynthesis dataset with 1.9M reactions from patents (1976-2016). The task is: Predict the reactants needed to synthesize the given product. (1) Given the product [CH3:1][NH:2][C:3](=[S:29])[C:4]1[CH:9]=[CH:8][CH:7]=[C:6]([C:10]2[C:15]([CH3:16])=[CH:14][C:13]([CH3:17])=[CH:12][C:11]=2[CH3:18])[CH:5]=1, predict the reactants needed to synthesize it. The reactants are: [CH3:1][NH:2][C:3](=O)[C:4]1[CH:9]=[CH:8][CH:7]=[C:6]([C:10]2[C:15]([CH3:16])=[CH:14][C:13]([CH3:17])=[CH:12][C:11]=2[CH3:18])[CH:5]=1.COC1C=CC(P2(SP(C3C=CC(OC)=CC=3)(=S)S2)=[S:29])=CC=1.O. (2) Given the product [CH3:20][O:19][C:16]1[CH:17]=[CH:18][C:13]([CH2:12][N:8]2[C:5]3=[N:6][CH:7]=[C:2]([C:31]4[CH:30]=[CH:29][C:28]([N:25]5[CH2:26][CH2:27][N:22]([CH3:21])[CH2:23][CH2:24]5)=[CH:33][CH:32]=4)[CH:3]=[C:4]3[C:10]([CH3:11])=[N:9]2)=[CH:14][CH:15]=1, predict the reactants needed to synthesize it. The reactants are: Br[C:2]1[CH:3]=[C:4]2[C:10]([CH3:11])=[N:9][N:8]([CH2:12][C:13]3[CH:18]=[CH:17][C:16]([O:19][CH3:20])=[CH:15][CH:14]=3)[C:5]2=[N:6][CH:7]=1.[CH3:21][N:22]1[CH2:27][CH2:26][N:25]([C:28]2[CH:33]=[CH:32][C:31](B3OC(C)(C)C(C)(C)O3)=[CH:30][CH:29]=2)[CH2:24][CH2:23]1.C([O-])([O-])=O.[Cs+].[Cs+]. (3) Given the product [C:16]([O:20][C:21](=[O:22])[NH:23][C@@H:24]([C:25](=[O:26])[NH:15][C:3]1[C:4]([NH:8][C:9]2[CH:10]=[CH:11][CH:12]=[CH:13][CH:14]=2)=[CH:5][CH:6]=[CH:7][C:2]=1[CH3:1])[CH3:28])([CH3:17])([CH3:18])[CH3:19], predict the reactants needed to synthesize it. The reactants are: [CH3:1][C:2]1[CH:7]=[CH:6][CH:5]=[C:4]([NH:8][C:9]2[CH:14]=[CH:13][CH:12]=[CH:11][CH:10]=2)[C:3]=1[NH2:15].[C:16]([O:20][C:21]([NH:23][C@H:24]([CH3:28])[C:25](O)=[O:26])=[O:22])([CH3:19])([CH3:18])[CH3:17].C1C=CC2N(O)N=NC=2C=1.CN1CCOCC1.Cl.CN(C)CCCN=C=NCC. (4) Given the product [ClH:29].[NH2:21][CH2:20][C:5]1[CH:6]=[C:7]([C:10]2[CH:11]=[N:12][C:13]([C:16]([F:19])([F:18])[F:17])=[N:14][CH:15]=2)[CH:8]=[CH:9][C:4]=1[C:1]([NH2:2])=[O:3], predict the reactants needed to synthesize it. The reactants are: [C:1]([C:4]1[CH:9]=[CH:8][C:7]([C:10]2[CH:11]=[N:12][C:13]([C:16]([F:19])([F:18])[F:17])=[N:14][CH:15]=2)=[CH:6][C:5]=1[CH2:20][NH:21]C(=O)OC(C)(C)C)(=[O:3])[NH2:2].[ClH:29]. (5) The reactants are: FC1C=C(OC)C=C(F)C=1C1SC=C(C(O)=O)N=1.[F:19][C:20]1[CH:21]=[C:22]([CH:36]([OH:38])[CH3:37])[CH:23]=[C:24]([F:35])[C:25]=1B1OC(C)(C)C(C)(C)O1.Br[C:40]1[N:45]=[C:44]([C:46]([O:48]C)=[O:47])[CH:43]=[CH:42][C:41]=1[F:50]. Given the product [F:35][C:24]1[CH:23]=[C:22]([CH:36]([OH:38])[CH3:37])[CH:21]=[C:20]([F:19])[C:25]=1[C:40]1[N:45]=[C:44]([C:46]([OH:48])=[O:47])[CH:43]=[CH:42][C:41]=1[F:50], predict the reactants needed to synthesize it.